From a dataset of Forward reaction prediction with 1.9M reactions from USPTO patents (1976-2016). Predict the product of the given reaction. Given the reactants [CH2:1]([O:8][C:9]([N:11]1[CH2:16][CH2:15][N:14]([C:17](=[O:29])[C:18]([NH:21]C(OC(C)(C)C)=O)([CH3:20])[CH3:19])[CH2:13][CH2:12]1)=[O:10])[C:2]1[CH:7]=[CH:6][CH:5]=[CH:4][CH:3]=1.Cl, predict the reaction product. The product is: [NH2:21][C:18]([CH3:20])([CH3:19])[C:17]([N:14]1[CH2:15][CH2:16][N:11]([C:9]([O:8][CH2:1][C:2]2[CH:7]=[CH:6][CH:5]=[CH:4][CH:3]=2)=[O:10])[CH2:12][CH2:13]1)=[O:29].